From a dataset of Reaction yield outcomes from USPTO patents with 853,638 reactions. Predict the reaction yield, written as a fraction of the theoretical maximum amount of product (1.0 means a 100% yield; for example, 0.34 means a 34% yield). (1) The reactants are [OH:1][C:2]1[C:7]2[CH:8]=[C:9]([CH3:11])[O:10][C:6]=2[CH:5]=[C:4]([C:12]([O:14][CH2:15][CH3:16])=[O:13])[CH:3]=1.Br[C:18]1[CH:23]=[CH:22][C:21]([S:24]([CH3:27])(=[O:26])=[O:25])=[CH:20][N:19]=1.C([O-])([O-])=O.[Cs+].[Cs+]. The catalyst is CN(C=O)C.[Cu]I. The product is [CH3:11][C:9]1[O:10][C:6]2[CH:5]=[C:4]([C:12]([O:14][CH2:15][CH3:16])=[O:13])[CH:3]=[C:2]([O:1][C:18]3[CH:23]=[CH:22][C:21]([S:24]([CH3:27])(=[O:26])=[O:25])=[CH:20][N:19]=3)[C:7]=2[CH:8]=1. The yield is 0.880. (2) The catalyst is ClCCl. The reactants are C(O[C:6](=O)[NH:7][CH2:8][C:9]([N:11]1[CH2:15][CH2:14][CH2:13][CH:12]1[C:16]#[N:17])=[O:10])(C)(C)C.FC(F)(F)C(O)=O.C(N(CC)CC)C.[CH3:33][O:34][CH:35]1[CH2:42][CH:41]2[CH:37]([CH2:38]C(=O)[CH2:40]2)[CH2:36]1.C(O[BH-](OC(=O)C)OC(=O)C)(=O)C.[Na+]. The product is [CH3:33][O:34][CH:35]1[CH2:42][CH:41]2[CH:37]([CH2:38][CH:6]([NH:7][CH2:8][C:9]([N:11]3[CH2:15][CH2:14][CH2:13][CH:12]3[C:16]#[N:17])=[O:10])[CH2:40]2)[CH2:36]1. The yield is 0.353. (3) The reactants are Br[C:2]1[CH:28]=[CH:27][C:5]([CH2:6][O:7][CH2:8][C@@H:9]2[CH2:11][C@@H:10]2[CH:12]2[CH2:17][CH2:16][N:15]([C:18]3[N:23]=[CH:22][C:21]([CH2:24][O:25][CH3:26])=[CH:20][N:19]=3)[CH2:14][CH2:13]2)=[C:4]([F:29])[CH:3]=1.CC(C1C=C(C(C)C)C(C2C=CC=CC=2P(C2CCCCC2)C2CCCCC2)=C(C(C)C)C=1)C.[Br-].[C:65]([O:69][C:70](=[O:73])[CH2:71][Zn+])([CH3:68])([CH3:67])[CH3:66]. The catalyst is C1COCC1.C1C=CC(/C=C/C(/C=C/C2C=CC=CC=2)=O)=CC=1.C1C=CC(/C=C/C(/C=C/C2C=CC=CC=2)=O)=CC=1.C1C=CC(/C=C/C(/C=C/C2C=CC=CC=2)=O)=CC=1.[Pd].[Pd]. The product is [F:29][C:4]1[CH:3]=[C:2]([CH2:71][C:70]([O:69][C:65]([CH3:68])([CH3:67])[CH3:66])=[O:73])[CH:28]=[CH:27][C:5]=1[CH2:6][O:7][CH2:8][C@@H:9]1[CH2:11][C@@H:10]1[CH:12]1[CH2:17][CH2:16][N:15]([C:18]2[N:23]=[CH:22][C:21]([CH2:24][O:25][CH3:26])=[CH:20][N:19]=2)[CH2:14][CH2:13]1. The yield is 0.980. (4) The product is [F:46][C:35]1[CH:36]=[N:37][C:38]2[C:43]([C:34]=1[N:1]1[CH2:2][CH2:3][CH:4]([CH2:7][CH2:8][NH:9][CH2:10][C:70]3[CH:69]=[CH:68][C:65]4[O:66][CH2:67][C:62](=[O:61])[NH:63][C:64]=4[N:71]=3)[CH2:5][CH2:6]1)=[CH:42][C:41]([O:44][CH3:45])=[CH:40][CH:39]=2. No catalyst specified. The reactants are [NH:1]1[CH2:6][CH2:5][CH:4]([CH2:7][CH2:8][NH:9][C:10](=O)OC(C)(C)C)[CH2:3][CH2:2]1.N1(CCNC(=O)OC(C)(C)C)CCNCC1.Br[C:34]1[C:43]2[C:38](=[CH:39][CH:40]=[C:41]([O:44][CH3:45])[CH:42]=2)[N:37]=[CH:36][C:35]=1[F:46].BrC1C(F)=CN=C2C=1N=C(OC)C=C2.[O:61]=[C:62]1[CH2:67][O:66][C:65]2[CH:68]=[CH:69][C:70](C=O)=[N:71][C:64]=2[NH:63]1.O=C1CSC2C=CC(C=O)=NC=2N1. The yield is 0.330. (5) The reactants are Br[C:2]1[CH:3]=[CH:4][C:5]2[N:6]([CH2:16][CH3:17])[C:7](=[O:15])[N:8]([CH2:13][CH3:14])[C:9](=[O:12])[C:10]=2[N:11]=1.[NH3:18]. The catalyst is CN1C(=O)CCC1.[Cu]=O. The product is [NH2:18][C:2]1[CH:3]=[CH:4][C:5]2[N:6]([CH2:16][CH3:17])[C:7](=[O:15])[N:8]([CH2:13][CH3:14])[C:9](=[O:12])[C:10]=2[N:11]=1. The yield is 0.300. (6) The reactants are CCN(CC)CC.[CH3:8][S:9](Cl)(=[O:11])=[O:10].[CH2:13]([OH:33])[CH2:14][CH2:15][CH2:16]/[CH:17]=[CH:18]\[CH2:19]/[CH:20]=[CH:21]\[CH2:22]/[CH:23]=[CH:24]\[CH2:25]/[CH:26]=[CH:27]\[CH2:28]/[CH:29]=[CH:30]\[CH2:31][CH3:32]. The catalyst is C(Cl)Cl. The product is [CH3:8][S:9]([O:33][CH2:13][CH2:14][CH2:15][CH2:16]/[CH:17]=[CH:18]\[CH2:19]/[CH:20]=[CH:21]\[CH2:22]/[CH:23]=[CH:24]\[CH2:25]/[CH:26]=[CH:27]\[CH2:28]/[CH:29]=[CH:30]\[CH2:31][CH3:32])(=[O:11])=[O:10]. The yield is 0.790.